This data is from Forward reaction prediction with 1.9M reactions from USPTO patents (1976-2016). The task is: Predict the product of the given reaction. (1) The product is: [CH3:29][N:9]([CH3:8])[CH2:10][CH2:11][C:12]1[S:16][C:15]2[CH:17]=[CH:18][CH:19]=[CH:20][C:14]=2[C:13]=1[CH:21]([C:24]1[S:28][CH:27]=[N:26][CH:25]=1)[CH3:22]. Given the reactants [Na+].[I-].C[Si](Cl)(C)C.[CH3:8][N:9]([CH3:29])[CH2:10][CH2:11][C:12]1[S:16][C:15]2[CH:17]=[CH:18][CH:19]=[CH:20][C:14]=2[C:13]=1[C:21]([C:24]1[S:28][CH:27]=[N:26][CH:25]=1)(O)[CH3:22], predict the reaction product. (2) Given the reactants [CH2:1]([O:8][CH2:9][N:10]1[C:18]2[C:17]([O:19][CH3:20])=[N:16][CH:15]=[N:14][C:13]=2[C:12]([CH2:21][NH:22][C@@H:23]([C@@H:29]([OH:35])[C:30](OCC)=[O:31])[C:24](OCC)=[O:25])=[CH:11]1)[C:2]1[CH:7]=[CH:6][CH:5]=[CH:4][CH:3]=1.CO.[BH4-].[Li+].C1C=C2C(C(O)(O)C(=O)C2=CC=1)=O, predict the reaction product. The product is: [CH2:1]([O:8][CH2:9][N:10]1[C:18]2[C:17]([O:19][CH3:20])=[N:16][CH:15]=[N:14][C:13]=2[C:12]([CH2:21][NH:22][C@H:23]([CH2:24][OH:25])[C@@H:29]([OH:35])[CH2:30][OH:31])=[CH:11]1)[C:2]1[CH:3]=[CH:4][CH:5]=[CH:6][CH:7]=1.